From a dataset of Catalyst prediction with 721,799 reactions and 888 catalyst types from USPTO. Predict which catalyst facilitates the given reaction. (1) Reactant: [Si:1]([O:8][CH2:9][CH:10]1[CH2:15][N:14]2[N:16]=[C:17]([I:24])[C:18]([C:19]([O:21][CH2:22][CH3:23])=[O:20])=[C:13]2[CH2:12][NH:11]1)([C:4]([CH3:7])([CH3:6])[CH3:5])([CH3:3])[CH3:2].[N:25]([C:28]1[CH:35]=[CH:34][C:31]([C:32]#[N:33])=[CH:30][CH:29]=1)=[C:26]=[O:27]. Product: [Si:1]([O:8][CH2:9][CH:10]1[CH2:15][N:14]2[N:16]=[C:17]([I:24])[C:18]([C:19]([O:21][CH2:22][CH3:23])=[O:20])=[C:13]2[CH2:12][N:11]1[C:26](=[O:27])[NH:25][C:28]1[CH:29]=[CH:30][C:31]([C:32]#[N:33])=[CH:34][CH:35]=1)([C:4]([CH3:7])([CH3:6])[CH3:5])([CH3:2])[CH3:3]. The catalyst class is: 1. (2) Reactant: [Cl:1][C:2]1[CH:3]=[CH:4][C:5]2[C:11]3[N:12]=[C:13]([NH:16][C:17]4[CH:25]=[CH:24][C:20]([C:21](O)=[O:22])=[CH:19][CH:18]=4)[N:14]=[CH:15][C:10]=3[CH2:9][C:8](=[O:26])[NH:7][C:6]=2[CH:27]=1.ClC(Cl)(Cl)C#N.C(N(CC)CC)C.[CH3:41][O:42][C:43]1[CH:48]=[CH:47][C:46]([NH2:49])=[CH:45][CH:44]=1. Product: [Cl:1][C:2]1[CH:3]=[CH:4][C:5]2[C:11]3[N:12]=[C:13]([NH:16][C:17]4[CH:18]=[CH:19][C:20]([C:21]([NH:49][C:46]5[CH:47]=[CH:48][C:43]([O:42][CH3:41])=[CH:44][CH:45]=5)=[O:22])=[CH:24][CH:25]=4)[N:14]=[CH:15][C:10]=3[CH2:9][C:8](=[O:26])[NH:7][C:6]=2[CH:27]=1. The catalyst class is: 44. (3) Reactant: O[C:2]1([C:6]2[C:7]([O:28][C@@H:29]([CH3:34])[C:30]([F:33])([F:32])[F:31])=[CH:8][C:9]([C:12]([NH:14][C:15]([C:22]3[N:26]=[C:25]([CH3:27])[O:24][N:23]=3)([CH3:21])[CH2:16][S:17]([CH3:20])(=[O:19])=[O:18])=[O:13])=[N:10][CH:11]=2)[CH2:5][CH2:4][CH2:3]1.CCN(S(F)(F)[F:41])CC. Product: [F:41][C:2]1([C:6]2[C:7]([O:28][C@@H:29]([CH3:34])[C:30]([F:31])([F:32])[F:33])=[CH:8][C:9]([C:12]([NH:14][C:15]([C:22]3[N:26]=[C:25]([CH3:27])[O:24][N:23]=3)([CH3:21])[CH2:16][S:17]([CH3:20])(=[O:18])=[O:19])=[O:13])=[N:10][CH:11]=2)[CH2:3][CH2:4][CH2:5]1. The catalyst class is: 4. (4) Reactant: Br[CH2:2][C:3]([NH:5][C:6]1[CH:11]=[CH:10][C:9]([S:12]([N:15]([C:17]2[CH:36]=[CH:35][C:20]3[N:21]([CH2:28][CH:29]4[CH2:34][CH2:33][CH2:32][CH2:31][CH2:30]4)[C:22]([C:24]([CH3:27])([CH3:26])[CH3:25])=[N:23][C:19]=3[CH:18]=2)[CH3:16])(=[O:14])=[O:13])=[CH:8][CH:7]=1)=[O:4].Cl.[CH3:38][NH:39][CH3:40].CCN(C(C)C)C(C)C. Product: [C:24]([C:22]1[N:21]([CH2:28][CH:29]2[CH2:34][CH2:33][CH2:32][CH2:31][CH2:30]2)[C:20]2[CH:35]=[CH:36][C:17]([N:15]([CH3:16])[S:12]([C:9]3[CH:10]=[CH:11][C:6]([NH:5][C:3](=[O:4])[CH2:2][N:39]([CH3:40])[CH3:38])=[CH:7][CH:8]=3)(=[O:14])=[O:13])=[CH:18][C:19]=2[N:23]=1)([CH3:27])([CH3:26])[CH3:25]. The catalyst class is: 3. (5) Reactant: [F:1][C:2]([CH3:20])([CH3:19])[CH2:3][N:4]1[CH2:9][CH2:8][CH:7]([CH2:10][O:11][C:12]2[CH:17]=[N:16][C:15](I)=[CH:14][N:13]=2)[CH2:6][CH2:5]1.[CH3:21][O:22][C:23]([C:25]1[CH:30]=[CH:29][C:28](B(O)O)=[CH:27][CH:26]=1)=[O:24].C([O-])([O-])=O.[Cs+].[Cs+].COCCOC. Product: [F:1][C:2]([CH3:20])([CH3:19])[CH2:3][N:4]1[CH2:9][CH2:8][CH:7]([CH2:10][O:11][C:12]2[N:13]=[CH:14][C:15]([C:28]3[CH:29]=[CH:30][C:25]([C:23]([O:22][CH3:21])=[O:24])=[CH:26][CH:27]=3)=[N:16][CH:17]=2)[CH2:6][CH2:5]1. The catalyst class is: 6. (6) Reactant: [Cl:1][C:2]1[CH:7]=[CH:6][C:5]([S:8]([N:11]([C@H:24]([CH2:28][CH2:29][C:30]([F:33])([F:32])[F:31])[C:25]([NH2:27])=[O:26])[CH2:12][C:13]2[CH:18]=[CH:17][C:16]([C:19](=[N:21][OH:22])[NH2:20])=[CH:15][C:14]=2[F:23])(=[O:10])=[O:9])=[CH:4][CH:3]=1.[C:34](#N)C.C(OCC)(OCC)OCC.FC(F)(F)C(O)=O. Product: [Cl:1][C:2]1[CH:7]=[CH:6][C:5]([S:8]([N:11]([CH2:12][C:13]2[CH:18]=[CH:17][C:16]([C:19]3[N:20]=[CH:34][O:22][N:21]=3)=[CH:15][C:14]=2[F:23])[C@H:24]([CH2:28][CH2:29][C:30]([F:32])([F:33])[F:31])[C:25]([NH2:27])=[O:26])(=[O:10])=[O:9])=[CH:4][CH:3]=1. The catalyst class is: 72.